This data is from Catalyst prediction with 721,799 reactions and 888 catalyst types from USPTO. The task is: Predict which catalyst facilitates the given reaction. (1) Reactant: [Cl:1][C:2]([CH2:13][C:14]1[CH:23]=[CH:22][C:21]([O:24][CH3:25])=[C:20]2[C:15]=1[CH:16]=[CH:17][C:18](=[O:27])[N:19]2[CH3:26])(C(OCC)=O)[C:3]([O:5]CC)=[O:4].C(O)(=O)C.Cl. Product: [Cl:1][CH:2]([CH2:13][C:14]1[CH:23]=[CH:22][C:21]([O:24][CH3:25])=[C:20]2[C:15]=1[CH:16]=[CH:17][C:18](=[O:27])[N:19]2[CH3:26])[C:3]([OH:5])=[O:4]. The catalyst class is: 6. (2) Product: [CH2:19]([N:7]1[C:2](=[O:1])[CH:3]=[C:4]([C:8]([O:10][CH2:11][CH3:12])=[O:9])[CH:5]=[N:6]1)[C:20]1[CH:25]=[CH:24][CH:23]=[CH:22][CH:21]=1. Reactant: [O:1]=[C:2]1[NH:7][N:6]=[CH:5][C:4]([C:8]([O:10][CH2:11][CH3:12])=[O:9])=[CH:3]1.C(=O)([O-])[O-].[K+].[K+].[CH2:19](Br)[C:20]1[CH:25]=[CH:24][CH:23]=[CH:22][CH:21]=1. The catalyst class is: 31. (3) Reactant: [CH3:1]C(C)([O-])C.[K+].[CH3:7][O:8][CH2:9][O:10][C:11]1[CH:16]=[C:15]([O:17][CH2:18][O:19][CH3:20])[CH:14]=[CH:13][C:12]=1[CH:21]1[CH2:26][CH2:25][CH2:24][C:23](=O)[CH2:22]1. Product: [CH3:7][O:8][CH2:9][O:10][C:11]1[CH:16]=[C:15]([O:17][CH2:18][O:19][CH3:20])[CH:14]=[CH:13][C:12]=1[CH:21]1[CH2:26][CH2:25][CH2:24][C:23](=[CH2:1])[CH2:22]1. The catalyst class is: 597. (4) Reactant: [Cl:1][C:2]1[CH:3]=[C:4]([N:8]2[CH:12]=[C:11]([C:13](=[O:15])C)[CH:10]=[N:9]2)[CH:5]=[CH:6][CH:7]=1.C[OH:17]. Product: [Cl:1][C:2]1[CH:3]=[C:4]([N:8]2[CH:12]=[C:11]([C:13]([OH:15])=[O:17])[CH:10]=[N:9]2)[CH:5]=[CH:6][CH:7]=1. The catalyst class is: 16. (5) Reactant: [N:1]1([C:7]([O:9][C:10]([CH3:13])([CH3:12])[CH3:11])=[O:8])[CH2:6][CH2:5][NH:4][CH2:3][CH2:2]1.C(N(C(C)C)CC)(C)C.[F:23][C:24]([F:36])([F:35])[C:25]1[CH:26]=[C:27]([S:31](Cl)(=[O:33])=[O:32])[CH:28]=[CH:29][CH:30]=1. Product: [F:36][C:24]([F:23])([F:35])[C:25]1[CH:26]=[C:27]([S:31]([N:4]2[CH2:5][CH2:6][N:1]([C:7]([O:9][C:10]([CH3:13])([CH3:12])[CH3:11])=[O:8])[CH2:2][CH2:3]2)(=[O:32])=[O:33])[CH:28]=[CH:29][CH:30]=1. The catalyst class is: 4. (6) Product: [CH3:24][C:18]1[C:17]([CH2:16][O:15][C:12]2[CH:11]=[C:10]([CH3:25])[C:9]3[C:5]([CH2:4][C:3]([OH:26])=[O:2])=[CH:6][O:7][C:8]=3[C:13]=2[CH3:14])=[CH:22][CH:21]=[C:20]([CH3:23])[N:19]=1. Reactant: C[O:2][C:3](=[O:26])[CH2:4][C:5]1[C:9]2[C:10]([CH3:25])=[CH:11][C:12]([O:15][CH2:16][C:17]3[C:18]([CH3:24])=[N:19][C:20]([CH3:23])=[CH:21][CH:22]=3)=[C:13]([CH3:14])[C:8]=2[O:7][CH:6]=1.CO.[OH-].[Na+].Cl. The catalyst class is: 1. (7) Reactant: [F:1][C:2]1[CH:7]=[CH:6][C:5]([CH3:8])=[CH:4][C:3]=1[O:9][C:10]1[CH:15]=[CH:14][CH:13]=[CH:12][CH:11]=1.BrN1C(=[O:22])CCC1=O.C(OOC(=O)C1C=CC=CC=1)(=O)C1C=CC=CC=1.C[N+]1([O-])CCOCC1. Product: [F:1][C:2]1[CH:7]=[CH:6][C:5]([CH:8]=[O:22])=[CH:4][C:3]=1[O:9][C:10]1[CH:11]=[CH:12][CH:13]=[CH:14][CH:15]=1. The catalyst class is: 53.